Dataset: Peptide-MHC class II binding affinity with 134,281 pairs from IEDB. Task: Regression. Given a peptide amino acid sequence and an MHC pseudo amino acid sequence, predict their binding affinity value. This is MHC class II binding data. The peptide sequence is MGKATTEEQKLIEDV. The MHC is DRB1_1602 with pseudo-sequence DRB1_1602. The binding affinity (normalized) is 0.0567.